From a dataset of Catalyst prediction with 721,799 reactions and 888 catalyst types from USPTO. Predict which catalyst facilitates the given reaction. (1) The catalyst class is: 30. Reactant: [Cl-].[CH3:2][O:3][C:4]([C:6]1[CH:11]=[CH:10][C:9]([CH2:12][CH2:13][NH3+:14])=[CH:8][CH:7]=1)=[O:5].Cl[C:16]([O:18][CH2:19][C:20]1[CH:25]=[CH:24][CH:23]=[CH:22][CH:21]=1)=[O:17].C(=O)(O)[O-].[Na+].C(OCC)(=O)C. Product: [CH2:19]([O:18][C:16]([NH:14][CH2:13][CH2:12][C:9]1[CH:10]=[CH:11][C:6]([C:4]([O:3][CH3:2])=[O:5])=[CH:7][CH:8]=1)=[O:17])[C:20]1[CH:25]=[CH:24][CH:23]=[CH:22][CH:21]=1. (2) Reactant: C[O:2][C:3]([C:5]1[S:9][C:8]([N:10]2[CH2:15][CH2:14][N:13]([S:16]([C:19]3[CH:24]=[CH:23][C:22]([C:25]4[CH:30]=[CH:29][CH:28]=[CH:27][CH:26]=4)=[CH:21][CH:20]=3)(=[O:18])=[O:17])[CH2:12][CH2:11]2)=[N:7][CH:6]=1)=[O:4].Cl.NO.C[O-].[Na+].CO.Cl. The catalyst class is: 12. Product: [C:22]1([C:25]2[CH:26]=[CH:27][CH:28]=[CH:29][CH:30]=2)[CH:23]=[CH:24][C:19]([S:16]([N:13]2[CH2:12][CH2:11][N:10]([C:8]3[S:9][C:5]([C:3]([OH:4])=[O:2])=[CH:6][N:7]=3)[CH2:15][CH2:14]2)(=[O:17])=[O:18])=[CH:20][CH:21]=1. (3) Reactant: Cl.[CH2:2]([N:9]1[CH2:14][CH2:13][C:12]2([CH2:23][C:22](=O)[C:21]3[C:16](=[CH:17][CH:18]=[C:19](/[CH:25]=[CH:26]/[C:27]([NH:29][OH:30])=[O:28])[CH:20]=3)[O:15]2)[CH2:11][CH2:10]1)[C:3]1[CH:8]=[CH:7][CH:6]=[CH:5][CH:4]=1.[NH2:31][OH:32].Cl.N1C=CC=CC=1. Product: [CH2:2]([N:9]1[CH2:14][CH2:13][C:12]2([CH2:23][C:22](=[N:31][OH:32])[C:21]3[C:16](=[CH:17][CH:18]=[C:19](/[CH:25]=[CH:26]/[C:27]([NH:29][OH:30])=[O:28])[CH:20]=3)[O:15]2)[CH2:11][CH2:10]1)[C:3]1[CH:8]=[CH:7][CH:6]=[CH:5][CH:4]=1. The catalyst class is: 14. (4) Reactant: [C:1]([O:5][C:6]([N:8]([CH3:15])[CH2:9][CH2:10][C:11](OC)=[O:12])=[O:7])([CH3:4])([CH3:3])[CH3:2].O.[NH2:17][NH2:18]. Product: [NH:17]([C:11](=[O:12])[CH2:10][CH2:9][N:8]([CH3:15])[C:6](=[O:7])[O:5][C:1]([CH3:4])([CH3:3])[CH3:2])[NH2:18]. The catalyst class is: 14. (5) Reactant: CCN(CC)CC.[N:8]([CH2:11][CH2:12][CH2:13][C:14]([OH:16])=O)=[N+:9]=[N-:10].C(Cl)(=O)C(C)(C)C.[CH2:24]([C@H:31]1[CH2:35][O:34][C:33](=[O:36])[NH:32]1)[C:25]1[CH:30]=[CH:29][CH:28]=[CH:27][CH:26]=1. Product: [N:8]([CH2:11][CH2:12][CH2:13][C:14]([N:32]1[C@@H:31]([CH2:24][C:25]2[CH:30]=[CH:29][CH:28]=[CH:27][CH:26]=2)[CH2:35][O:34][C:33]1=[O:36])=[O:16])=[N+:9]=[N-:10]. The catalyst class is: 1.